This data is from Forward reaction prediction with 1.9M reactions from USPTO patents (1976-2016). The task is: Predict the product of the given reaction. Given the reactants [NH2:1][C:2]1[CH:21]=[CH:20][C:5](OC2CCN(C(OC(C)(C)C)=O)CC2)=[CH:4][CH:3]=1.[N:22]1[CH:27]=[CH:26][CH:25]=[C:24]([N:28]2[CH2:31][CH:30]([C:32]([NH:34][C:35]3[CH:43]=[CH:42][C:38]([C:39](O)=[O:40])=[CH:37][CH:36]=3)=[O:33])[CH2:29]2)[N:23]=1.C(OC(N1CC(C(O)=O)C1)=O)C1C=CC=CC=1, predict the reaction product. The product is: [C:2]1([NH:1][C:39]([C:38]2[CH:37]=[CH:36][C:35]([NH:34][C:32]([CH:30]3[CH2:29][N:28]([C:24]4[N:23]=[N:22][CH:27]=[CH:26][CH:25]=4)[CH2:31]3)=[O:33])=[CH:43][CH:42]=2)=[O:40])[CH:21]=[CH:20][CH:5]=[CH:4][CH:3]=1.